Dataset: Catalyst prediction with 721,799 reactions and 888 catalyst types from USPTO. Task: Predict which catalyst facilitates the given reaction. Reactant: [C:1](C(C#N)=C(C#N)C#N)#[N:2].ClCCO[CH:15]([O:23][CH2:24][CH2:25][Cl:26])[C:16]1[CH:17]=[CH:18][C:19]([Cl:22])=[N:20][CH:21]=1. Product: [Cl:26][CH2:25][CH2:24][O:23][CH:15]([C:16]1[CH:21]=[N:20][C:19]([Cl:22])=[CH:18][CH:17]=1)[C:1]#[N:2]. The catalyst class is: 10.